This data is from Reaction yield outcomes from USPTO patents with 853,638 reactions. The task is: Predict the reaction yield, written as a fraction of the theoretical maximum amount of product (1.0 means a 100% yield; for example, 0.34 means a 34% yield). (1) The reactants are C[O:2][C:3]1[CH:4]=[C:5]2[C:9](=[CH:10][CH:11]=1)[NH:8][C:7]([C:12]([O:14][CH2:15][CH3:16])=[O:13])=[CH:6]2.[N+:17]([O-])([OH:19])=[O:18]. The catalyst is ClCCl. The product is [OH:2][C:3]1[C:4]([N+:17]([O-:19])=[O:18])=[C:5]2[C:9](=[CH:10][CH:11]=1)[NH:8][C:7]([C:12]([O:14][CH2:15][CH3:16])=[O:13])=[CH:6]2. The yield is 0.590. (2) The reactants are [F:1][C:2]1[CH:11]=[CH:10][CH:9]=[C:8]2[C:3]=1[C:4]([CH2:21][C:22]([NH2:24])=[O:23])=[N:5][C:6]([N:12]1[CH2:17][CH2:16][N:15]3[CH2:18][CH2:19][CH2:20][C@@H:14]3[CH2:13]1)=[N:7]2.C[O:26][C:27](=O)[C:28]([C:30]1[C:31]2[S:44][CH:43]=[CH:42][C:32]=2[N:33](C(OC(C)(C)C)=O)[CH:34]=1)=O.O(C(C)(C)C)[K]. The catalyst is C1COCC1.CCOC(C)=O.O. The product is [F:1][C:2]1[CH:11]=[CH:10][CH:9]=[C:8]2[C:3]=1[C:4]([C:21]1[C:22](=[O:23])[NH:24][C:27](=[O:26])[C:28]=1[C:30]1[C:31]3[S:44][CH:43]=[CH:42][C:32]=3[NH:33][CH:34]=1)=[N:5][C:6]([N:12]1[CH2:17][CH2:16][N:15]3[CH2:18][CH2:19][CH2:20][C@@H:14]3[CH2:13]1)=[N:7]2. The yield is 0.0900. (3) The reactants are Cl[C:2]1[C:11]2[C:6](=[CH:7][C:8]([O:14][CH3:15])=[C:9]([O:12][CH3:13])[CH:10]=2)[N:5]=[N:4][C:3]=1[C:16]([O:18][CH2:19][CH3:20])=[O:17].C(O)C.[F:24][C:25]1[CH:31]=[C:30]([F:32])[CH:29]=[CH:28][C:26]=1[NH2:27].C(O)(=O)C. The catalyst is N. The product is [F:24][C:25]1[CH:31]=[C:30]([F:32])[CH:29]=[CH:28][C:26]=1[NH:27][C:2]1[C:11]2[C:6](=[CH:7][C:8]([O:14][CH3:15])=[C:9]([O:12][CH3:13])[CH:10]=2)[N:5]=[N:4][C:3]=1[C:16]([O:18][CH2:19][CH3:20])=[O:17]. The yield is 0.880. (4) The reactants are [S:1]1[C:5]([C:6]2[C:7]3[CH:14]=[CH:13][N:12]([CH2:15][O:16][CH2:17][CH2:18][Si:19]([CH3:22])([CH3:21])[CH3:20])[C:8]=3[N:9]=[CH:10][N:11]=2)=[CH:4][N:3]=[CH:2]1.C([Li])CCC.CON(C)[C:31](=[O:43])[CH2:32][O:33][CH2:34][C:35]1[CH:40]=[CH:39][C:38]([O:41][CH3:42])=[CH:37][CH:36]=1. The catalyst is C1COCC1.CCCCCC. The product is [CH3:42][O:41][C:38]1[CH:39]=[CH:40][C:35]([CH2:34][O:33][CH2:32][C:31]([C:2]2[S:1][C:5]([C:6]3[C:7]4[CH:14]=[CH:13][N:12]([CH2:15][O:16][CH2:17][CH2:18][Si:19]([CH3:22])([CH3:21])[CH3:20])[C:8]=4[N:9]=[CH:10][N:11]=3)=[CH:4][N:3]=2)=[O:43])=[CH:36][CH:37]=1. The yield is 0.660. (5) The product is [NH2:26][C@@H:21]([CH2:22][CH:23]([CH3:25])[CH3:24])[CH2:20][O:19][C:15]1[CH:16]=[CH:17][C:18]2[C:9]3[C:10](=[C:5]([NH:4][C:1](=[O:3])[CH3:2])[N:6]=[CH:7][CH:8]=3)[CH2:11][O:12][C:13]=2[CH:14]=1. The catalyst is C(Cl)Cl. The reactants are [C:1]([NH:4][C:5]1[N:6]=[CH:7][CH:8]=[C:9]2[C:18]3[CH:17]=[CH:16][C:15]([O:19][CH2:20][C@@H:21]([NH:26]C(=O)OC(C)(C)C)[CH2:22][CH:23]([CH3:25])[CH3:24])=[CH:14][C:13]=3[O:12][CH2:11][C:10]=12)(=[O:3])[CH3:2].C(O)(C(F)(F)F)=O. The yield is 0.330.